Dataset: Reaction yield outcomes from USPTO patents with 853,638 reactions. Task: Predict the reaction yield, written as a fraction of the theoretical maximum amount of product (1.0 means a 100% yield; for example, 0.34 means a 34% yield). (1) The reactants are [Cl:1][C:2]1[CH:3]=[C:4]([NH:9][C:10]2[C:11]3[C:18]4[CH2:19][CH2:20][NH:21][CH2:22][C:17]=4[S:16][C:12]=3[N:13]=[CH:14][N:15]=2)[CH:5]=[CH:6][C:7]=1[F:8].[CH2:23]([O:25][P:26]([CH2:31][C:32](O)=[O:33])([O:28][CH2:29][CH3:30])=[O:27])[CH3:24].CCN(C(C)C)C(C)C.CN(C(ON1N=NC2C=CC=CC1=2)=[N+](C)C)C.[B-](F)(F)(F)F. The catalyst is CN(C=O)C. The product is [CH2:29]([O:28][P:26]([CH2:31][C:32]([N:21]1[CH2:20][CH2:19][C:18]2[C:11]3[C:10]([NH:9][C:4]4[CH:5]=[CH:6][C:7]([F:8])=[C:2]([Cl:1])[CH:3]=4)=[N:15][CH:14]=[N:13][C:12]=3[S:16][C:17]=2[CH2:22]1)=[O:33])(=[O:27])[O:25][CH2:23][CH3:24])[CH3:30]. The yield is 0.940. (2) The reactants are [Cl:1][C:2]1[N:7]=[C:6]([NH:8][C:9]2[C:10]([NH2:15])=[CH:11][CH:12]=[CH:13][CH:14]=2)[C:5]([F:16])=[CH:4][N:3]=1.[CH3:17][S:18](Cl)(=[O:20])=[O:19]. The catalyst is N1C=CC=CC=1.O.C(OCC)(=O)C. The product is [Cl:1][C:2]1[N:7]=[C:6]([NH:8][C:9]2[CH:14]=[CH:13][CH:12]=[CH:11][C:10]=2[NH:15][S:18]([CH3:17])(=[O:20])=[O:19])[C:5]([F:16])=[CH:4][N:3]=1. The yield is 0.720. (3) The reactants are Cl[C:2](Cl)([O:4]C(=O)OC(Cl)(Cl)Cl)Cl.[CH2:13]([NH:15][C:16]1[CH:24]=[C:23]([I:25])[CH:22]=[CH:21][C:17]=1[C:18]([OH:20])=[O:19])[CH3:14]. The catalyst is O1CCOCC1. The product is [CH2:13]([N:15]1[C:16]2[CH:24]=[C:23]([I:25])[CH:22]=[CH:21][C:17]=2[C:18](=[O:20])[O:19][C:2]1=[O:4])[CH3:14]. The yield is 1.00. (4) The reactants are [CH2:1]([NH2:8])[C:2]1[CH:7]=[CH:6][CH:5]=[CH:4][CH:3]=1.C(=O)([O-])[O-].[Ca+2]. The catalyst is C(#N)C. The product is [CH2:1]([NH:8][CH2:4][CH2:3][CH2:2][C:1]#[N:8])[C:2]1[CH:7]=[CH:6][CH:5]=[CH:4][CH:3]=1. The yield is 0.835. (5) The reactants are S(S([O-])=O)([O-])=O.[Na+].[Na+].[CH3:9][C:10]1[CH:15]=[C:14]([O:16][CH2:17][CH2:18][CH2:19][CH2:20][CH3:21])[CH:13]=[C:12]([CH3:22])[C:11]=1[N:23]=NC1C=CC([N+]([O-])=O)=CC=1. The catalyst is CCO.O. The product is [CH3:22][C:12]1[CH:13]=[C:14]([O:16][CH2:17][CH2:18][CH2:19][CH2:20][CH3:21])[CH:15]=[C:10]([CH3:9])[C:11]=1[NH2:23]. The yield is 0.800. (6) The reactants are Br[CH2:2][C:3]1[CH:10]=[CH:9][C:6]([C:7]#[N:8])=[CH:5][C:4]=1[N+:11]([O-:13])=[O:12].[NH:14]1[CH2:19][CH2:18][O:17][CH2:16][CH2:15]1.C(N(CC)CC)C. The catalyst is C(Cl)Cl. The product is [O:17]1[CH2:18][CH2:19][N:14]([CH2:2][C:3]2[CH:10]=[CH:9][C:6]([C:7]#[N:8])=[CH:5][C:4]=2[N+:11]([O-:13])=[O:12])[CH2:15][CH2:16]1. The yield is 0.800.